This data is from Full USPTO retrosynthesis dataset with 1.9M reactions from patents (1976-2016). The task is: Predict the reactants needed to synthesize the given product. (1) Given the product [Cl:3][C:4]1[N:12]=[C:11]2[C:7]([N:8]([CH3:21])[C:9](=[O:18])[N:10]2[CH:13]2[CH2:17][CH2:16][CH2:15][CH2:14]2)=[CH:6][N:5]=1, predict the reactants needed to synthesize it. The reactants are: IC.[Cl:3][C:4]1[N:12]=[C:11]2[C:7]([NH:8][C:9](=[O:18])[N:10]2[CH:13]2[CH2:17][CH2:16][CH2:15][CH2:14]2)=[CH:6][N:5]=1.[H-].[Na+].[CH3:21]CCC(C)C. (2) Given the product [CH2:45]([N:44]1[CH2:51][CH2:50][N:49]([C@H:52]2[CH2:54][CH2:55][N:56]([C:24](=[O:25])[CH:23]([N:8]3[C:7]4[CH:33]=[C:3]([C:1]#[N:2])[CH:4]=[CH:5][C:6]=4[N:10]([S:11]([C:14]4[CH:15]=[CH:16][C:17]([O:20][CH3:21])=[CH:18][CH:19]=4)(=[O:12])=[O:13])[C:9]3=[O:22])[C:27]3[CH:28]=[CH:29][CH:30]=[CH:31][CH:32]=3)[CH2:53]2)[CH2:48][CH2:47]1)[C:38]1[CH:43]=[CH:42][CH:41]=[CH:40][CH:39]=1, predict the reactants needed to synthesize it. The reactants are: [C:1]([C:3]1[CH:4]=[CH:5][C:6]2[N:10]([S:11]([C:14]3[CH:19]=[CH:18][C:17]([O:20][CH3:21])=[CH:16][CH:15]=3)(=[O:13])=[O:12])[C:9](=[O:22])[N:8]([CH:23]([C:27]3[CH:32]=[CH:31][CH:30]=[CH:29][CH:28]=3)[C:24](O)=[O:25])[C:7]=2[CH:33]=1)#[N:2].ON1[C:39]2[CH:40]=[CH:41][CH:42]=[CH:43][C:38]=2N=N1.[NH:44]=[C:45]=N.[CH3:47][CH2:48][NH+:49]([CH2:52][CH3:53])[CH2:50][CH3:51].[CH3:54][CH2:55][NH+:56](CC)CC.C([O-])([O-])=O. (3) Given the product [NH2:21][C@@H:10]([CH2:11][O:12][CH:13]([C:15]1[CH:20]=[CH:19][CH:18]=[CH:17][CH:16]=1)[CH3:14])[CH2:9][OH:8], predict the reactants needed to synthesize it. The reactants are: [H-].[Al+3].[Li+].[H-].[H-].[H-].C[O:8][C:9](=O)[C@@H:10]([NH2:21])[CH2:11][O:12][CH:13]([C:15]1[CH:20]=[CH:19][CH:18]=[CH:17][CH:16]=1)[CH3:14].[OH-].[Na+].CCOCC. (4) Given the product [Cl:16][C:17]1[C:22]([O:23][CH2:24][CH:25]([OH:26])[CH2:27][O:13][CH2:12][CH2:6]/[CH:11]=[CH:10]\[CH:9]=[CH2:8])=[CH:21][CH:20]=[CH:19][N:18]=1, predict the reactants needed to synthesize it. The reactants are: C1COCC1.[C:6]1([CH2:12][OH:13])[CH:11]=[CH:10][CH:9]=[CH:8]C=1.[OH-].[Na+].[Cl:16][C:17]1[C:22]([O:23][CH2:24][CH:25]2[CH2:27][O:26]2)=[CH:21][CH:20]=[CH:19][N:18]=1. (5) Given the product [CH3:23][O:22][C:20](=[O:21])[NH:9][CH2:8][CH2:7][C:6]1[CH:10]=[CH:11][C:3]([O:2][CH3:1])=[CH:4][CH:5]=1, predict the reactants needed to synthesize it. The reactants are: [CH3:1][O:2][C:3]1[CH:11]=[CH:10][C:6]([CH2:7][CH2:8][NH2:9])=[CH:5][CH:4]=1.CCN(CC)CC.Cl[C:20]([O:22][CH3:23])=[O:21].O. (6) Given the product [NH2:2][CH2:18][C:14]1([NH2:3])[CH2:15][CH2:16][N:11]([CH2:4][C:5]2[CH:10]=[CH:9][CH:8]=[CH:7][CH:6]=2)[CH2:12][CH2:13]1, predict the reactants needed to synthesize it. The reactants are: [Cl-].[NH4+:2].[NH3:3].[CH2:4]([N:11]1[CH2:16][CH2:15][C:14](=O)[CH2:13][CH2:12]1)[C:5]1[CH:10]=[CH:9][CH:8]=[CH:7][CH:6]=1.[C-:18]#N.[Na+]. (7) Given the product [CH:31]1([CH2:30][C:29]([NH:28][C:25]2[CH:26]=[CH:27][C:22]([NH:21][C:19]([N:14]3[CH2:13][C:12]4[C:16](=[CH:17][CH:18]=[C:10]([C:4]5[CH:3]=[N:2][N:1]([CH3:38])[CH:5]=5)[CH:11]=4)[CH2:15]3)=[O:20])=[CH:23][CH:24]=2)=[O:36])[CH2:35][CH2:34][CH2:33][CH2:32]1, predict the reactants needed to synthesize it. The reactants are: [NH:1]1[CH:5]=[CH:4][C:3](B(O)O)=[N:2]1.Br[C:10]1[CH:11]=[C:12]2[C:16](=[CH:17][CH:18]=1)[CH2:15][N:14]([C:19]([NH:21][C:22]1[CH:27]=[CH:26][C:25]([NH:28][C:29](=[O:36])[CH2:30][CH:31]3[CH2:35][CH2:34][CH2:33][CH2:32]3)=[CH:24][CH:23]=1)=[O:20])[CH2:13]2.Br[C:38]1C=C2C(=CC=1)CN(C(NC1C=CC(C(=O)NCCC)=CC=1)=O)C2.